Dataset: CYP2C9 inhibition data for predicting drug metabolism from PubChem BioAssay. Task: Regression/Classification. Given a drug SMILES string, predict its absorption, distribution, metabolism, or excretion properties. Task type varies by dataset: regression for continuous measurements (e.g., permeability, clearance, half-life) or binary classification for categorical outcomes (e.g., BBB penetration, CYP inhibition). Dataset: cyp2c9_veith. The molecule is O=c1cc(CSc2nnc(-c3cccnc3)n2-c2ccccc2F)nc2sccn12. The result is 0 (non-inhibitor).